Dataset: Peptide-MHC class I binding affinity with 185,985 pairs from IEDB/IMGT. Task: Regression. Given a peptide amino acid sequence and an MHC pseudo amino acid sequence, predict their binding affinity value. This is MHC class I binding data. (1) The peptide sequence is RSARASSRY. The MHC is HLA-A01:01 with pseudo-sequence HLA-A01:01. The binding affinity (normalized) is 0.405. (2) The peptide sequence is RIYKRSLKL. The MHC is HLA-B18:01 with pseudo-sequence HLA-B18:01. The binding affinity (normalized) is 0.0847. (3) The peptide sequence is RRATAILRK. The MHC is HLA-B57:01 with pseudo-sequence HLA-B57:01. The binding affinity (normalized) is 0.0847. (4) The peptide sequence is DTFGVIDTM. The MHC is HLA-B35:01 with pseudo-sequence HLA-B35:01. The binding affinity (normalized) is 0.800. (5) The peptide sequence is SMSEIINNI. The MHC is HLA-A32:01 with pseudo-sequence HLA-A32:01. The binding affinity (normalized) is 0.491.